This data is from Forward reaction prediction with 1.9M reactions from USPTO patents (1976-2016). The task is: Predict the product of the given reaction. Given the reactants [Cl:1][C:2]1[CH:7]=[CH:6][C:5]([CH:8]2[C:15]3[C:14]([CH3:16])=[N:13][N:12]([CH:17]4[CH2:19][CH2:18]4)[C:11]=3[C:10](=[O:20])[N:9]2[C:21]2[CH:22]=[C:23]([N:31](C)[C:32](=O)OC(C)(C)C)[C:24]3[N:25]([C:27]([CH3:30])=[N:28][N:29]=3)[N:26]=2)=[CH:4][CH:3]=1.C(O)(C(F)(F)F)=O, predict the reaction product. The product is: [Cl:1][C:2]1[CH:7]=[CH:6][C:5]([CH:8]2[C:15]3[C:14]([CH3:16])=[N:13][N:12]([CH:17]4[CH2:18][CH2:19]4)[C:11]=3[C:10](=[O:20])[N:9]2[C:21]2[CH:22]=[C:23]([NH:31][CH3:32])[C:24]3[N:25]([C:27]([CH3:30])=[N:28][N:29]=3)[N:26]=2)=[CH:4][CH:3]=1.